From a dataset of Peptide-MHC class I binding affinity with 185,985 pairs from IEDB/IMGT. Regression. Given a peptide amino acid sequence and an MHC pseudo amino acid sequence, predict their binding affinity value. This is MHC class I binding data. (1) The peptide sequence is RLPGPSDTPIL. The MHC is HLA-A02:01 with pseudo-sequence HLA-A02:01. The binding affinity (normalized) is 0.0991. (2) The peptide sequence is LMGLGKGWPL. The MHC is HLA-A02:01 with pseudo-sequence HLA-A02:01. The binding affinity (normalized) is 0.529. (3) The peptide sequence is QMDGAILVV. The MHC is HLA-A02:19 with pseudo-sequence HLA-A02:19. The binding affinity (normalized) is 0.770. (4) The MHC is HLA-B58:01 with pseudo-sequence HLA-B58:01. The peptide sequence is MTFPVSLEY. The binding affinity (normalized) is 0.703. (5) The peptide sequence is FAPSYSAEM. The MHC is H-2-Db with pseudo-sequence H-2-Db. The binding affinity (normalized) is 0.535.